This data is from Full USPTO retrosynthesis dataset with 1.9M reactions from patents (1976-2016). The task is: Predict the reactants needed to synthesize the given product. Given the product [CH2:1]([C:3]1([OH:26])[C:4](=[O:19])[CH2:5][C@@H:6]([C:10]2[CH:15]=[CH:14][N:13]=[CH:12][C:11]=2[N+:16]([O-:18])=[O:17])[O:7][C@H:8]1[CH3:9])[CH3:2], predict the reactants needed to synthesize it. The reactants are: [CH2:1]([C:3]1[CH:8]([CH3:9])[O:7][CH:6]([C:10]2[CH:15]=[CH:14][N:13]=[CH:12][C:11]=2[N+:16]([O-:18])=[O:17])[CH2:5][C:4]=1[O:19][Si](C)(C)C)[CH3:2].CC1(C)O[O:26]1.C1CCCCC=1.